Dataset: Full USPTO retrosynthesis dataset with 1.9M reactions from patents (1976-2016). Task: Predict the reactants needed to synthesize the given product. (1) Given the product [Cl:1][C:2]1[CH:3]=[CH:4][C:5]([C:6]([NH:8][C:9]2[N:13]([CH2:14][CH:15]3[CH2:19][CH2:18][CH2:17][NH:16]3)[C:12]3[CH:26]=[CH:27][C:28]([CH2:30][N:31]([C@H:39]([C:41]([CH3:44])([CH3:43])[CH3:42])[CH3:40])[C:32](=[O:38])[O:33][C:34]([CH3:36])([CH3:37])[CH3:35])=[CH:29][C:11]=3[N:10]=2)=[O:7])=[CH:45][CH:46]=1, predict the reactants needed to synthesize it. The reactants are: [Cl:1][C:2]1[CH:46]=[CH:45][C:5]([C:6]([NH:8][C:9]2[N:13]([CH2:14][CH:15]3[CH2:19][CH2:18][CH2:17][N:16]3C(=O)C(F)(F)F)[C:12]3[CH:26]=[CH:27][C:28]([CH2:30][N:31]([C@H:39]([C:41]([CH3:44])([CH3:43])[CH3:42])[CH3:40])[C:32](=[O:38])[O:33][C:34]([CH3:37])([CH3:36])[CH3:35])=[CH:29][C:11]=3[N:10]=2)=[O:7])=[CH:4][CH:3]=1.[BH4-].[Na+]. (2) Given the product [C:17]([O:21][C:22]([N:24]([CH2:5][C:4]1[CH:3]=[C:2]([Cl:1])[CH:9]=[C:8]([Cl:10])[CH:7]=1)[NH2:25])=[O:23])([CH3:20])([CH3:19])[CH3:18], predict the reactants needed to synthesize it. The reactants are: [Cl:1][C:2]1[CH:3]=[C:4]([CH:7]=[C:8]([Cl:10])[CH:9]=1)[CH2:5]Br.C([O-])([O-])=O.[K+].[K+].[C:17]([O:21][C:22]([NH:24][NH2:25])=[O:23])([CH3:20])([CH3:19])[CH3:18]. (3) Given the product [CH2:30]([N:29]([CH3:28])[C:2]1[C:3]([CH:5]=[C:6]([NH:10][C:11]2[C:20]3[C:15](=[CH:16][C:17]([O:23][CH2:24][CH2:25][O:26][CH3:27])=[C:18]([O:21][CH3:22])[CH:19]=3)[N:14]=[CH:13][N:12]=2)[C:7](=[O:9])[CH:8]=1)=[O:4])[C:31]1[CH:36]=[CH:35][CH:34]=[CH:33][CH:32]=1, predict the reactants needed to synthesize it. The reactants are: Cl[C:2]1[C:3]([CH:5]=[C:6]([NH:10][C:11]2[C:20]3[C:15](=[CH:16][C:17]([O:23][CH2:24][CH2:25][O:26][CH3:27])=[C:18]([O:21][CH3:22])[CH:19]=3)[N:14]=[CH:13][N:12]=2)[C:7](=[O:9])[CH:8]=1)=[O:4].[CH3:28][NH:29][CH2:30][C:31]1[CH:36]=[CH:35][CH:34]=[CH:33][CH:32]=1. (4) Given the product [C:9](=[N:22][C:2]1[C:7]([F:8])=[CH:6][CH:5]=[CH:4][N:3]=1)([C:16]1[CH:17]=[CH:18][CH:19]=[CH:20][CH:21]=1)[C:10]1[CH:15]=[CH:14][CH:13]=[CH:12][CH:11]=1, predict the reactants needed to synthesize it. The reactants are: Cl[C:2]1[C:7]([F:8])=[CH:6][CH:5]=[CH:4][N:3]=1.[C:9](=[NH:22])([C:16]1[CH:21]=[CH:20][CH:19]=[CH:18][CH:17]=1)[C:10]1[CH:15]=[CH:14][CH:13]=[CH:12][CH:11]=1.C([O-])([O-])=O.[Cs+].[Cs+].